Dataset: Full USPTO retrosynthesis dataset with 1.9M reactions from patents (1976-2016). Task: Predict the reactants needed to synthesize the given product. (1) Given the product [Cl:2][C:3]1[CH:4]=[C:5]2[C:9](=[CH:10][CH:11]=1)[NH:8][CH:7]=[C:6]2[CH2:12][CH2:13][NH:14][C:21]([CH:20]1[CH2:19][CH2:18][N:17]([CH:24]([C:26]2[CH:31]=[CH:30][CH:29]=[CH:28][CH:27]=2)[CH3:25])[C:16]1=[O:15])=[O:22], predict the reactants needed to synthesize it. The reactants are: Cl.[Cl:2][C:3]1[CH:4]=[C:5]2[C:9](=[CH:10][CH:11]=1)[NH:8][CH:7]=[C:6]2[CH2:12][CH2:13][NH2:14].[O:15]=[C:16]1[CH:20]([C:21](O)=[O:22])[CH2:19][CH2:18][N:17]1[CH:24]([C:26]1[CH:31]=[CH:30][CH:29]=[CH:28][CH:27]=1)[CH3:25].C1CN([P+](ON2N=NC3C=CC=CC2=3)(N2CCCC2)N2CCCC2)CC1.F[P-](F)(F)(F)(F)F.C(N(CC)C(C)C)(C)C. (2) Given the product [C:25]([C:20]1[CH:21]=[CH:22][CH:23]=[CH:24][C:19]=1[O:18][C:13]1[C:12]([NH:11][C:9]2[S:10][C:6]([C:5]3[N:1]=[N:2][N:3]([CH3:33])[N:4]=3)=[C:7]([C:29]([F:31])([F:32])[F:30])[N:8]=2)=[CH:17][CH:16]=[CH:15][N:14]=1)([CH3:28])([CH3:26])[CH3:27], predict the reactants needed to synthesize it. The reactants are: [NH:1]1[C:5]([C:6]2[S:10][C:9]([NH:11][C:12]3[C:13]([O:18][C:19]4[CH:24]=[CH:23][CH:22]=[CH:21][C:20]=4[C:25]([CH3:28])([CH3:27])[CH3:26])=[N:14][CH:15]=[CH:16][CH:17]=3)=[N:8][C:7]=2[C:29]([F:32])([F:31])[F:30])=[N:4][N:3]=[N:2]1.[CH3:33]N(CCCN=C(N)C1C=CC(C2NC(C3C=CC(C(N)=NCCCN(C)C)=CC=3)=CC=2)=CC=1)C. (3) The reactants are: [C:1]([C@@H:4]([NH:13][C:14](=[O:23])[O:15][CH2:16][C:17]1[CH:22]=[CH:21][N:20]=[CH:19][CH:18]=1)[CH2:5][C:6]1[CH:11]=[CH:10][C:9]([OH:12])=[CH:8][CH:7]=1)([OH:3])=O.[CH3:24][NH:25][CH2:26][C:27]1[CH:32]=[CH:31][CH:30]=[CH:29][CH:28]=1.CCN(C(C)C)C(C)C.C1CN([P+](Br)(N2CCCC2)N2CCCC2)CC1.F[P-](F)(F)(F)(F)F. Given the product [N:20]1[CH:21]=[CH:22][C:17]([CH2:16][O:15][C:14](=[O:23])[NH:13][C@@H:4]([CH2:5][C:6]2[CH:11]=[CH:10][C:9]([OH:12])=[CH:8][CH:7]=2)[C:1]([N:25]([CH2:26][C:27]2[CH:32]=[CH:31][CH:30]=[CH:29][CH:28]=2)[CH3:24])=[O:3])=[CH:18][CH:19]=1, predict the reactants needed to synthesize it. (4) Given the product [F:18][C:19]1[CH:24]=[C:23]([S:25]([CH3:28])(=[O:27])=[O:26])[CH:22]=[CH:21][C:20]=1[C:29]1[C:33]2[N:34]=[CH:35][N:36]=[C:37]([O:15][CH:12]3[CH2:11][CH2:10][N:9]([C:7]4[O:6][N:5]=[C:4]([CH:1]([CH3:3])[CH3:2])[N:8]=4)[CH2:14][CH2:13]3)[C:32]=2[S:31][CH:30]=1, predict the reactants needed to synthesize it. The reactants are: [CH:1]([C:4]1[N:8]=[C:7]([N:9]2[CH2:14][CH2:13][CH:12]([OH:15])[CH2:11][CH2:10]2)[O:6][N:5]=1)([CH3:3])[CH3:2].[H-].[Na+].[F:18][C:19]1[CH:24]=[C:23]([S:25]([CH3:28])(=[O:27])=[O:26])[CH:22]=[CH:21][C:20]=1[C:29]1[C:33]2[N:34]=[CH:35][N:36]=[C:37](S(C)(=O)=O)[C:32]=2[S:31][CH:30]=1.[OH-].[NH4+].